From a dataset of Retrosynthesis with 50K atom-mapped reactions and 10 reaction types from USPTO. Predict the reactants needed to synthesize the given product. (1) Given the product CCOC(=O)[C@H](C)OC(=O)[C@@H](C)c1ccc(Br)cc1, predict the reactants needed to synthesize it. The reactants are: CC(C(=O)O)c1ccc(Br)cc1.CCOC(=O)[C@H](C)O. (2) Given the product CN1CCN(C(=O)c2cc3occc3[nH]2)CC1, predict the reactants needed to synthesize it. The reactants are: CN1CCNCC1.O=C(O)c1cc2occc2[nH]1. (3) Given the product CC(C)(C)OC(=O)N1CCN(c2cc(CN=[N+]=[N-])cc(-c3ccnc(NC4CCCCC4)c3)n2)CC1, predict the reactants needed to synthesize it. The reactants are: CC(C)(C)OC(=O)N1CCN(c2cc(CBr)cc(-c3ccnc(NC4CCCCC4)c3)n2)CC1.[N-]=[N+]=[N-].